From a dataset of Acute oral toxicity (LD50) regression data from Zhu et al.. Regression/Classification. Given a drug SMILES string, predict its toxicity properties. Task type varies by dataset: regression for continuous values (e.g., LD50, hERG inhibition percentage) or binary classification for toxic/non-toxic outcomes (e.g., AMES mutagenicity, cardiotoxicity, hepatotoxicity). Dataset: ld50_zhu. (1) The molecule is CNNC. The rat oral LD50 is 2.78, given as -log10 of the dose in mol/kg body weight (higher means more acutely toxic). (2) The compound is O=C(C(F)(F)Cl)C(F)(F)Cl. The rat oral LD50 is 3.51, given as -log10 of the dose in mol/kg body weight (higher means more acutely toxic). (3) The drug is CC=CC=CC=CC(C)=O. The rat oral LD50 is 1.50, given as -log10 of the dose in mol/kg body weight (higher means more acutely toxic). (4) The compound is CCSc1nc(NC(C)C)nc(NC(C)C)n1. The rat oral LD50 is 1.82, given as -log10 of the dose in mol/kg body weight (higher means more acutely toxic). (5) The compound is O=C1OCCN1N=Cc1ccc([N+](=O)[O-])o1. The rat oral LD50 is 1.98, given as -log10 of the dose in mol/kg body weight (higher means more acutely toxic).